This data is from Experimentally validated miRNA-target interactions with 360,000+ pairs, plus equal number of negative samples. The task is: Binary Classification. Given a miRNA mature sequence and a target amino acid sequence, predict their likelihood of interaction. The miRNA is hsa-miR-216a-3p with sequence UCACAGUGGUCUCUGGGAUUAU. The protein sequence of the target gene is MADEIDFTTGDAGASSTYPMQCSALRKNGFVVLKGRPCKIVEMSTSKTGKHGHAKVHLVGIDIFTGKKYEDICPSTHNMDVPNIKRNDYQLICIQDGYLSLLTETGEVREDLKLPEGELGKEIEGKYNAGEDVQVSVMCAMSEEYAVAIKPCK. Result: 1 (interaction).